Dataset: Full USPTO retrosynthesis dataset with 1.9M reactions from patents (1976-2016). Task: Predict the reactants needed to synthesize the given product. (1) The reactants are: Cl[C:2]1[N:7]=[C:6]([NH:8][C:9]2[CH:18]=[CH:17][CH:16]=[CH:15][C:10]=2[C:11]([NH:13][CH3:14])=[O:12])[C:5]([Cl:19])=[CH:4][N:3]=1.[NH2:20][C:21]1[CH:22]=[CH:23][C:24]2[CH2:30][CH2:29][C:28](=[O:31])[CH2:27][CH2:26][C:25]=2[CH:32]=1.C(O)(C)C. Given the product [Cl:19][C:5]1[C:6]([NH:8][C:9]2[CH:18]=[CH:17][CH:16]=[CH:15][C:10]=2[C:11]([NH:13][CH3:14])=[O:12])=[N:7][C:2]([NH:20][C:21]2[CH:22]=[CH:23][C:24]3[CH2:30][CH2:29][C:28](=[O:31])[CH2:27][CH2:26][C:25]=3[CH:32]=2)=[N:3][CH:4]=1, predict the reactants needed to synthesize it. (2) Given the product [OH:17][C:14]1[CH:13]=[CH:12][C:11]([N:10]([CH2:19][C:20]2[CH:21]=[CH:22][C:23]([C:24]#[N:25])=[CH:26][CH:27]=2)[N:5]2[CH:9]=[CH:8][N:7]=[CH:6]2)=[CH:16][CH:15]=1, predict the reactants needed to synthesize it. The reactants are: B(Br)(Br)Br.[N:5]1([N:10]([CH2:19][C:20]2[CH:27]=[CH:26][C:23]([C:24]#[N:25])=[CH:22][CH:21]=2)[C:11]2[CH:16]=[CH:15][C:14]([O:17]C)=[CH:13][CH:12]=2)[CH:9]=[CH:8][N:7]=[CH:6]1.C([O-])(O)=O.[Na+]. (3) Given the product [Br:12][C:11]1[C:6]([CH:4]2[CH2:3][N:2]([C:14]3[CH:23]=[CH:22][C:21]4[C:16](=[CH:17][CH:18]=[CH:19][CH:20]=4)[N:15]=3)[CH2:5]2)=[N:7][CH:8]=[CH:9][CH:10]=1, predict the reactants needed to synthesize it. The reactants are: Cl.[NH:2]1[CH2:5][CH:4]([C:6]2[C:11]([Br:12])=[CH:10][CH:9]=[CH:8][N:7]=2)[CH2:3]1.Cl[C:14]1[CH:23]=[CH:22][C:21]2[C:16](=[CH:17][CH:18]=[CH:19][CH:20]=2)[N:15]=1.C(=O)([O-])[O-].[Cs+].[Cs+]. (4) The reactants are: Br[C:2]1[S:6][N:5]=[C:4]([C:7]([N:9]2[CH2:13][CH2:12][CH2:11][CH:10]2[C:14]2[CH:19]=[CH:18][C:17]([F:20])=[CH:16][CH:15]=2)=[O:8])[CH:3]=1.CC1(C)C(C)(C)OB([C:29]2[CH2:30][CH2:31][O:32][CH2:33][CH:34]=2)O1.C(=O)([O-])[O-].[Cs+].[Cs+]. Given the product [O:32]1[CH2:31][CH:30]=[C:29]([C:2]2[S:6][N:5]=[C:4]([C:7]([N:9]3[CH2:13][CH2:12][CH2:11][CH:10]3[C:14]3[CH:19]=[CH:18][C:17]([F:20])=[CH:16][CH:15]=3)=[O:8])[CH:3]=2)[CH2:34][CH2:33]1, predict the reactants needed to synthesize it. (5) The reactants are: O[C:2]1[CH2:7][CH2:6][CH2:5][C:4](=[O:8])[C:3]=1[C:9]([C:11]1[C:12]([CH3:21])=[N:13][C:14]([C:17]([F:20])([F:19])[F:18])=[CH:15][CH:16]=1)=[O:10].C(N(CC)CC)C.CN(C1C=CC=CN=1)C.[C:38]1([SH:44])[CH:43]=[CH:42][CH:41]=[CH:40][CH:39]=1. Given the product [CH3:21][C:12]1[C:11]([C:9]([C:3]2[C:4](=[O:8])[CH2:5][CH2:6][CH2:7][C:2]=2[S:44][C:38]2[CH:43]=[CH:42][CH:41]=[CH:40][CH:39]=2)=[O:10])=[CH:16][CH:15]=[C:14]([C:17]([F:20])([F:19])[F:18])[N:13]=1, predict the reactants needed to synthesize it. (6) Given the product [CH3:1][C:2]1[N:3]=[C:4]2[C:13]3[NH:12][C@H:11]([C:14]4[CH:19]=[CH:18][CH:17]=[CH:16][CH:15]=4)[C@:10]([CH3:21])([OH:20])[C@@H:9]([O:22][CH2:41][CH2:40][O:39][CH3:38])[C:8]=3[CH:7]=[CH:6][N:5]2[C:23]=1[CH3:24], predict the reactants needed to synthesize it. The reactants are: [CH3:1][C:2]1[N:3]=[C:4]2[C:13]3[NH:12][C@H:11]([C:14]4[CH:19]=[CH:18][CH:17]=[CH:16][CH:15]=4)[C@:10]([CH3:21])([OH:20])[C@H:9]([OH:22])[C:8]=3[CH:7]=[CH:6][N:5]2[C:23]=1[CH3:24].S(=O)(=O)(O)O.C(=O)([O-])O.[Na+].ClCCl.[CH3:38][O:39][CH2:40][CH2:41]O.